Dataset: Forward reaction prediction with 1.9M reactions from USPTO patents (1976-2016). Task: Predict the product of the given reaction. Given the reactants [Br:1][C:2]1[CH:3]=[N:4][N:5]([CH3:16])[C:6]=1[C:7]1[CH:8]=[C:9]([C:13]([OH:15])=O)[S:10][C:11]=1[CH3:12].[NH2:17][C@@H:18]([CH2:31][C:32]1[CH:37]=[CH:36][CH:35]=[C:34]([F:38])[CH:33]=1)[CH2:19][N:20]1[C:28](=[O:29])[C:27]2[C:22](=[CH:23][CH:24]=[CH:25][CH:26]=2)[C:21]1=[O:30].CC(OC(N[C@H](C(O)=O)CC1C=CC=CC=1C(F)(F)F)=O)(C)C.C1CN([P+](Br)(N2CCCC2)N2CCCC2)CC1.F[P-](F)(F)(F)(F)F.CCN(C(C)C)C(C)C, predict the reaction product. The product is: [Br:1][C:2]1[CH:3]=[N:4][N:5]([CH3:16])[C:6]=1[C:7]1[CH:8]=[C:9]([C:13]([NH:17][C@@H:18]([CH2:31][C:32]2[CH:37]=[CH:36][CH:35]=[C:34]([F:38])[CH:33]=2)[CH2:19][N:20]2[C:28](=[O:29])[C:27]3[C:22](=[CH:23][CH:24]=[CH:25][CH:26]=3)[C:21]2=[O:30])=[O:15])[S:10][C:11]=1[CH3:12].